Dataset: Full USPTO retrosynthesis dataset with 1.9M reactions from patents (1976-2016). Task: Predict the reactants needed to synthesize the given product. (1) Given the product [N:8]1[O:9][CH2:4][CH:3]2[CH2:2][CH2:1][O:5][CH2:6][C:7]=12, predict the reactants needed to synthesize it. The reactants are: [CH2:1]([O:5][CH2:6][CH:7]=[N:8][OH:9])[CH2:2][CH:3]=[CH2:4].C(OC[C@@H]1OCC2=NOC[C@@H]2C1)C1C=CC=CC=1. (2) Given the product [C:1]([O:4][CH2:5][C@@H:6]1[C@@H:11]([O:12][C:13](=[O:15])[CH3:14])[C@H:10]([O:16][C:40](=[O:42])[CH3:41])[C@H:9]([O:17][C:38](=[O:47])[CH3:39])[C@@H:8]([C:18]2[CH:23]=[CH:22][C:21]([O:24][CH3:25])=[C:20]([O:26][S:27]([C:30]([F:31])([F:32])[F:33])(=[O:28])=[O:29])[CH:19]=2)[O:7]1)(=[O:3])[CH3:2], predict the reactants needed to synthesize it. The reactants are: [C:1]([O:4][CH2:5][C@@H:6]1[C@@H:11]([O:12][C:13](=[O:15])[CH3:14])[C@H:10]([OH:16])[C@H:9]([OH:17])[C@@H:8]([C:18]2[CH:23]=[CH:22][C:21]([O:24][CH3:25])=[C:20]([O:26][S:27]([C:30]([F:33])([F:32])[F:31])(=[O:29])=[O:28])[CH:19]=2)[O:7]1)(=[O:3])[CH3:2].N1[CH:39]=[CH:38]C=CC=1.[C:40](OC(=O)C)(=[O:42])[CH3:41].[OH2:47]. (3) Given the product [NH:1]1[C:2]2[CH:6]=[CH:5][S:4][C:3]=2[C:7](=[O:9])[NH:11][C:12]1=[O:13], predict the reactants needed to synthesize it. The reactants are: [NH2:1][C:2]1[CH:6]=[CH:5][S:4][C:3]=1[C:7]([O:9]C)=O.[NH2:11][C:12](N)=[O:13]. (4) Given the product [CH3:24][C:22]1[CH2:23][N:18]([NH:17][C:14]([C:11]2[CH:12]=[N:13][C:8]([C:4]3[CH:5]=[CH:6][CH:7]=[C:2]([F:1])[CH:3]=3)=[N:9][CH:10]=2)=[O:16])[C:19](=[O:25])[NH:20][N:21]=1, predict the reactants needed to synthesize it. The reactants are: [F:1][C:2]1[CH:3]=[C:4]([C:8]2[N:13]=[CH:12][C:11]([C:14]([OH:16])=O)=[CH:10][N:9]=2)[CH:5]=[CH:6][CH:7]=1.[NH2:17][N:18]1[CH2:23][C:22]([CH3:24])=[N:21][NH:20][C:19]1=[O:25].C[N+]1(C2N=C(OC)N=C(OC)N=2)CCOCC1.[Cl-]. (5) Given the product [Br:1][C:2]1[C:3]([NH:30][CH:31]2[CH2:36][CH2:35][N:34]([C:37](=[O:39])[CH3:38])[CH2:33][CH2:32]2)=[N:4][C:5]([NH:8][C:9]2[CH:14]=[CH:13][C:12]([F:15])=[C:11]([Cl:16])[CH:10]=2)=[N:6][CH:7]=1, predict the reactants needed to synthesize it. The reactants are: [Br:1][C:2]1[C:3](S(C)(=O)=O)=[N:4][C:5]([NH:8][C:9]2[CH:14]=[CH:13][C:12]([F:15])=[C:11]([Cl:16])[CH:10]=2)=[N:6][CH:7]=1.C(N(CC)C(C)C)(C)C.[NH2:30][CH:31]1[CH2:36][CH2:35][N:34]([C:37](=[O:39])[CH3:38])[CH2:33][CH2:32]1.O.